Regression. Given two drug SMILES strings and cell line genomic features, predict the synergy score measuring deviation from expected non-interaction effect. From a dataset of NCI-60 drug combinations with 297,098 pairs across 59 cell lines. (1) Drug 1: C1=CC(=CC=C1CC(C(=O)O)N)N(CCCl)CCCl.Cl. Drug 2: CN(C(=O)NC(C=O)C(C(C(CO)O)O)O)N=O. Cell line: HCT-15. Synergy scores: CSS=23.0, Synergy_ZIP=-4.79, Synergy_Bliss=-1.05, Synergy_Loewe=-11.7, Synergy_HSA=-4.55. (2) Drug 1: C1=CC(=CC=C1C#N)C(C2=CC=C(C=C2)C#N)N3C=NC=N3. Drug 2: C1C(C(OC1N2C=NC3=C(N=C(N=C32)Cl)N)CO)O. Cell line: T-47D. Synergy scores: CSS=18.1, Synergy_ZIP=-4.16, Synergy_Bliss=-4.26, Synergy_Loewe=-11.0, Synergy_HSA=-6.31.